This data is from Full USPTO retrosynthesis dataset with 1.9M reactions from patents (1976-2016). The task is: Predict the reactants needed to synthesize the given product. (1) Given the product [C:1]([OH:8])(=[O:7])/[CH:2]=[CH:3]\[C:4]([OH:6])=[O:5].[S:9]1[CH:13]=[CH:12][C:11]2[C:14]([N:18]3[CH2:19][CH2:20][N:21]([CH2:24][CH2:25][CH2:26][CH2:27][O:28][C:10]4[CH:11]=[C:14]5[C:1]([CH:2]=[CH:3][C:4](=[O:6])[NH:18]5)=[CH:16][CH:17]=4)[CH2:22][CH2:23]3)=[CH:15][CH:16]=[CH:17][C:10]1=2, predict the reactants needed to synthesize it. The reactants are: [C:1]([OH:8])(=[O:7])/[CH:2]=[CH:3]\[C:4]([OH:6])=[O:5].[S:9]1[CH:13]=[CH:12][C:11]2[C:14]([N:18]3[CH2:23][CH2:22][N:21]([CH2:24][CH2:25][CH2:26][CH2:27][O:28]N4C5C(=CC=CC=5)C=CC4=O)[CH2:20][CH2:19]3)=[CH:15][CH:16]=[CH:17][C:10]1=2. (2) Given the product [C:22]([O:21][C:19]([N:12]1[C:13]2[C:18](=[CH:17][CH:16]=[CH:15][CH:14]=2)[C:10](/[CH:9]=[CH:8]/[C:3]2[CH:4]=[CH:5][CH:6]=[CH:7][C:2]=2[Br:1])=[N:11]1)=[O:20])([CH3:25])([CH3:24])[CH3:23], predict the reactants needed to synthesize it. The reactants are: [Br:1][C:2]1[CH:7]=[CH:6][CH:5]=[CH:4][C:3]=1/[CH:8]=[CH:9]/[C:10]1[C:18]2[C:13](=[CH:14][CH:15]=[CH:16][CH:17]=2)[NH:12][N:11]=1.[C:19](O[C:19]([O:21][C:22]([CH3:25])([CH3:24])[CH3:23])=[O:20])([O:21][C:22]([CH3:25])([CH3:24])[CH3:23])=[O:20].O.C(OCC)(=O)C. (3) Given the product [C:40]([OH:43])(=[O:42])[CH3:41].[C:1]([O:5][C:6]([N:8]1[CH2:9][CH2:10][CH:11]([N:14]2[CH2:27][C:19]3[C:20]4[CH:21]=[N:22][NH:23][C:24]=4[CH:25]=[CH:26][C:18]=3[CH2:17][C@@H:16]([NH2:28])[C:15]2=[O:39])[CH2:12][CH2:13]1)=[O:7])([CH3:4])([CH3:2])[CH3:3], predict the reactants needed to synthesize it. The reactants are: [C:1]([O:5][C:6]([N:8]1[CH2:13][CH2:12][CH:11]([N:14]2[CH2:27][C:19]3[C:20]4[CH:21]=[N:22][NH:23][C:24]=4[CH:25]=[CH:26][C:18]=3[CH2:17][C@@H:16]([NH:28]C(OCC3C=CC=CC=3)=O)[C:15]2=[O:39])[CH2:10][CH2:9]1)=[O:7])([CH3:4])([CH3:3])[CH3:2].[C:40]([OH:43])(=[O:42])[CH3:41].[H][H].